This data is from Forward reaction prediction with 1.9M reactions from USPTO patents (1976-2016). The task is: Predict the product of the given reaction. Given the reactants NC[C@@H]1[C@H](C)CCCN1C(C1C=C(C)C=CC=1C1C=NN(C)C=1)=O.[F:25][C:26]1[CH:52]=[CH:51][C:29]([C:30]([N:32]2[CH2:37][CH2:36][CH2:35][C@@H:34]([CH3:38])[C@H:33]2[CH2:39][N:40]2C(=O)C3C(=CC=CC=3)C2=O)=[O:31])=[C:28]([C:53]2[N:58]=[CH:57][CH:56]=[CH:55][N:54]=2)[CH:27]=1, predict the reaction product. The product is: [NH2:40][CH2:39][C@@H:33]1[C@H:34]([CH3:38])[CH2:35][CH2:36][CH2:37][N:32]1[C:30]([C:29]1[CH:51]=[CH:52][C:26]([F:25])=[CH:27][C:28]=1[C:53]1[N:54]=[CH:55][CH:56]=[CH:57][N:58]=1)=[O:31].